This data is from Catalyst prediction with 721,799 reactions and 888 catalyst types from USPTO. The task is: Predict which catalyst facilitates the given reaction. (1) Reactant: [Br:1][C:2]1[CH:7]=[C:6]([CH2:8][O:9][CH3:10])[CH:5]=[CH:4][C:3]=1[CH:11]1[CH2:14][C:13](=[O:15])[C:12]1(Cl)Cl. Product: [Br:1][C:2]1[CH:7]=[C:6]([CH2:8][O:9][CH3:10])[CH:5]=[CH:4][C:3]=1[CH:11]1[CH2:14][C:13](=[O:15])[CH2:12]1. The catalyst class is: 183. (2) Reactant: [CH:1]([O:4][C:5]1[CH:13]=[CH:12][C:8]([C:9]([NH2:11])=[O:10])=[CH:7][C:6]=1[N:14]=[C:15]=[S:16])([CH3:3])[CH3:2].[NH3:17]. Product: [CH:1]([O:4][C:5]1[CH:13]=[CH:12][C:8]([C:9]([NH2:11])=[O:10])=[CH:7][C:6]=1[NH:14][C:15]([NH2:17])=[S:16])([CH3:3])[CH3:2]. The catalyst class is: 5.